Dataset: Reaction yield outcomes from USPTO patents with 853,638 reactions. Task: Predict the reaction yield, written as a fraction of the theoretical maximum amount of product (1.0 means a 100% yield; for example, 0.34 means a 34% yield). The reactants are [Cl:1][C:2]1[C:10]2[NH:9][N:8]=[CH:7][C:6]=2[C:5]2[CH2:11][N:12]([CH2:21][C:22]([F:25])([F:24])[F:23])[C:13](=[O:20])[C@H:14]([CH2:16][C:17](O)=[O:18])[CH2:15][C:4]=2[CH:3]=1.[Cl:26][C:27]1[CH:28]=[CH:29][C:30]([C:35]2[CH2:36][CH2:37][NH:38][CH2:39][CH:40]=2)=[C:31]([CH:34]=1)[C:32]#[N:33].CCN(C(C)C)C(C)C.C1CN([P+](ON2N=NC3C=CC=CC2=3)(N2CCCC2)N2CCCC2)CC1.F[P-](F)(F)(F)(F)F. The catalyst is CN(C=O)C. The product is [Cl:26][C:27]1[CH:28]=[CH:29][C:30]([C:35]2[CH2:40][CH2:39][N:38]([C:17](=[O:18])[CH2:16][C@H:14]3[C:13](=[O:20])[N:12]([CH2:21][C:22]([F:23])([F:25])[F:24])[CH2:11][C:5]4[C:6]5[CH:7]=[N:8][NH:9][C:10]=5[C:2]([Cl:1])=[CH:3][C:4]=4[CH2:15]3)[CH2:37][CH:36]=2)=[C:31]([CH:34]=1)[C:32]#[N:33]. The yield is 0.521.